Predict which catalyst facilitates the given reaction. From a dataset of Catalyst prediction with 721,799 reactions and 888 catalyst types from USPTO. (1) Reactant: [NH2:1][C:2]1[N:7]=[C:6]([C:8]2[O:9][CH:10]=[CH:11][CH:12]=2)[C:5]([C:13]#[N:14])=[C:4](S(C)=O)[N:3]=1.Cl.Cl.[CH3:20][C:21]1[CH:22]=[CH:23][C:24]([CH2:27][NH2:28])=[N:25][CH:26]=1.C1CCN2C(=NCCC2)CC1. Product: [NH2:1][C:2]1[N:7]=[C:6]([C:8]2[O:9][CH:10]=[CH:11][CH:12]=2)[C:5]([C:13]#[N:14])=[C:4]([NH:28][CH2:27][C:24]2[CH:23]=[CH:22][C:21]([CH3:20])=[CH:26][N:25]=2)[N:3]=1. The catalyst class is: 57. (2) Reactant: Cl[CH2:2][Si:3]([CH3:6])([CH3:5])[CH3:4].[CH2:7]([NH2:14])[C:8]1[CH:13]=[CH:12][CH:11]=[CH:10][CH:9]=1.O. Product: [CH2:7]([NH:14][CH2:2][Si:3]([CH3:6])([CH3:5])[CH3:4])[C:8]1[CH:13]=[CH:12][CH:11]=[CH:10][CH:9]=1. The catalyst class is: 10. (3) Reactant: [O:1]=[C:2]1[CH2:7][CH2:6][N:5]([C:8]([O:10][C:11]([CH3:14])([CH3:13])[CH3:12])=[O:9])[CH2:4][CH2:3]1.[Li+].C[Si]([N-][Si](C)(C)C)(C)C.N1([C:30]([C:32]2([C:35]([F:38])([F:37])[F:36])[CH2:34][CH2:33]2)=[O:31])C=CN=C1. Product: [O:1]=[C:2]1[CH2:3][CH2:4][N:5]([C:8]([O:10][C:11]([CH3:14])([CH3:13])[CH3:12])=[O:9])[CH2:6][CH:7]1[C:30]([C:32]1([C:35]([F:38])([F:37])[F:36])[CH2:34][CH2:33]1)=[O:31]. The catalyst class is: 1. (4) Reactant: Cl[C:2]1[NH:6][C:5]2[CH:7]=[C:8]([C:12]3[C:13]([CH3:18])=[N:14][O:15][C:16]=3[CH3:17])[CH:9]=[C:10]([I:11])[C:4]=2[N:3]=1.[CH2:19]([NH2:26])[C:20]1[CH:25]=[CH:24][CH:23]=[CH:22][CH:21]=1.C(N(CC)CC)C. Product: [CH2:19]([NH:26][C:2]1[NH:6][C:5]2[CH:7]=[C:8]([C:12]3[C:13]([CH3:18])=[N:14][O:15][C:16]=3[CH3:17])[CH:9]=[C:10]([I:11])[C:4]=2[N:3]=1)[C:20]1[CH:25]=[CH:24][CH:23]=[CH:22][CH:21]=1. The catalyst class is: 60. (5) Reactant: [F:1][C:2]1[CH:7]=[CH:6][C:5]([C:8]2[CH:13]=[CH:12][N:11]=[CH:10][C:9]=2[N:14]([CH3:35])[C:15](=[O:34])[C:16]2[CH:21]=[C:20]([C:22]([F:25])([F:24])[F:23])[CH:19]=[C:18]([S:26][CH2:27][CH2:28][NH:29][S:30](=[O:33])(=[O:32])[NH2:31])[CH:17]=2)=[C:4]([O:36][CH3:37])[CH:3]=1.[OH:38]OS([O-])=O.[K+].[O-]S([O-])(=S)=O.[Na+].[Na+].CCOC(C)=O.[OH2:57]. Product: [F:1][C:2]1[CH:7]=[CH:6][C:5]([C:8]2[CH:13]=[CH:12][N:11]=[CH:10][C:9]=2[N:14]([CH3:35])[C:15](=[O:34])[C:16]2[CH:21]=[C:20]([C:22]([F:23])([F:24])[F:25])[CH:19]=[C:18]([S:26]([CH2:27][CH2:28][NH:29][S:30](=[O:32])(=[O:33])[NH2:31])(=[O:38])=[O:57])[CH:17]=2)=[C:4]([O:36][CH3:37])[CH:3]=1. The catalyst class is: 5. (6) Reactant: [Br:1][C:2]1[CH:7]=[CH:6][C:5]([CH2:8][C:9]([OH:11])=O)=[CH:4][C:3]=1[F:12].[Si:13]([O:20][CH2:21][C:22]([CH3:36])([CH3:35])[CH2:23][C:24]1[CH:30]=[CH:29][C:27]([NH2:28])=[CH:26][C:25]=1[C:31]([F:34])([F:33])[F:32])([C:16]([CH3:19])([CH3:18])[CH3:17])([CH3:15])[CH3:14].C(N(C(C)C)C(C)C)C.O.N1(O)C2C=CC=CC=2N=N1.Cl.C(N=C=NCCCN(C)C)C. Product: [Br:1][C:2]1[CH:7]=[CH:6][C:5]([CH2:8][C:9]([NH:28][C:27]2[CH:29]=[CH:30][C:24]([CH2:23][C:22]([CH3:35])([CH3:36])[CH2:21][O:20][Si:13]([C:16]([CH3:17])([CH3:18])[CH3:19])([CH3:14])[CH3:15])=[C:25]([C:31]([F:34])([F:32])[F:33])[CH:26]=2)=[O:11])=[CH:4][C:3]=1[F:12]. The catalyst class is: 2. (7) Reactant: [C:1]([C:3]1[C@@H:8]([C:9]2[CH:14]=[CH:13][C:12]([C:15]#[N:16])=[CH:11][CH:10]=2)[N:7]2[N:17]=[C:18]([S:20](Cl)(=[O:22])=[O:21])[N:19]=[C:6]2[N:5]([C:24]2[CH:29]=[CH:28][CH:27]=[C:26]([C:30]([F:33])([F:32])[F:31])[CH:25]=2)[C:4]=1[CH3:34])#[N:2].[CH2:35]([NH2:37])[CH3:36].C(N(CC)CC)C. Product: [C:1]([C:3]1[C@@H:8]([C:9]2[CH:14]=[CH:13][C:12]([C:15]#[N:16])=[CH:11][CH:10]=2)[N:7]2[N:17]=[C:18]([S:20]([NH:37][CH2:35][CH3:36])(=[O:22])=[O:21])[N:19]=[C:6]2[N:5]([C:24]2[CH:29]=[CH:28][CH:27]=[C:26]([C:30]([F:33])([F:32])[F:31])[CH:25]=2)[C:4]=1[CH3:34])#[N:2]. The catalyst class is: 1.